This data is from NCI-60 drug combinations with 297,098 pairs across 59 cell lines. The task is: Regression. Given two drug SMILES strings and cell line genomic features, predict the synergy score measuring deviation from expected non-interaction effect. (1) Drug 1: CC12CCC(CC1=CCC3C2CCC4(C3CC=C4C5=CN=CC=C5)C)O. Drug 2: C1=CC(=CC=C1CC(C(=O)O)N)N(CCCl)CCCl.Cl. Cell line: MDA-MB-231. Synergy scores: CSS=14.6, Synergy_ZIP=0.217, Synergy_Bliss=2.85, Synergy_Loewe=-1.38, Synergy_HSA=2.61. (2) Drug 1: COC1=C(C=C2C(=C1)N=CN=C2NC3=CC(=C(C=C3)F)Cl)OCCCN4CCOCC4. Drug 2: C1=CC=C(C=C1)NC(=O)CCCCCCC(=O)NO. Cell line: LOX IMVI. Synergy scores: CSS=9.00, Synergy_ZIP=-8.17, Synergy_Bliss=-10.2, Synergy_Loewe=-23.0, Synergy_HSA=-7.17. (3) Drug 1: C1C(C(OC1N2C=C(C(=O)NC2=O)F)CO)O. Drug 2: CCCCCOC(=O)NC1=NC(=O)N(C=C1F)C2C(C(C(O2)C)O)O. Cell line: RPMI-8226. Synergy scores: CSS=49.9, Synergy_ZIP=-0.993, Synergy_Bliss=0.983, Synergy_Loewe=-7.60, Synergy_HSA=5.73. (4) Drug 1: CC=C1C(=O)NC(C(=O)OC2CC(=O)NC(C(=O)NC(CSSCCC=C2)C(=O)N1)C(C)C)C(C)C. Drug 2: CC1C(C(CC(O1)OC2CC(CC3=C2C(=C4C(=C3O)C(=O)C5=CC=CC=C5C4=O)O)(C(=O)C)O)N)O. Cell line: SW-620. Synergy scores: CSS=64.7, Synergy_ZIP=-0.521, Synergy_Bliss=-2.07, Synergy_Loewe=2.67, Synergy_HSA=3.13. (5) Drug 1: CC1=CC=C(C=C1)C2=CC(=NN2C3=CC=C(C=C3)S(=O)(=O)N)C(F)(F)F. Drug 2: CS(=O)(=O)CCNCC1=CC=C(O1)C2=CC3=C(C=C2)N=CN=C3NC4=CC(=C(C=C4)OCC5=CC(=CC=C5)F)Cl. Synergy scores: CSS=-10.2, Synergy_ZIP=6.75, Synergy_Bliss=7.09, Synergy_Loewe=-16.9, Synergy_HSA=-14.9. Cell line: SK-MEL-28. (6) Drug 1: CC1=C(N=C(N=C1N)C(CC(=O)N)NCC(C(=O)N)N)C(=O)NC(C(C2=CN=CN2)OC3C(C(C(C(O3)CO)O)O)OC4C(C(C(C(O4)CO)O)OC(=O)N)O)C(=O)NC(C)C(C(C)C(=O)NC(C(C)O)C(=O)NCCC5=NC(=CS5)C6=NC(=CS6)C(=O)NCCC[S+](C)C)O. Drug 2: C1=CC=C(C(=C1)C(C2=CC=C(C=C2)Cl)C(Cl)Cl)Cl. Cell line: OVCAR-8. Synergy scores: CSS=4.64, Synergy_ZIP=7.83, Synergy_Bliss=13.2, Synergy_Loewe=-36.3, Synergy_HSA=-2.02.